Dataset: Full USPTO retrosynthesis dataset with 1.9M reactions from patents (1976-2016). Task: Predict the reactants needed to synthesize the given product. The reactants are: [N:1]([C:4]1[CH:9]=[CH:8][C:7]([CH:10]2[CH2:12][CH2:11]2)=[CH:6][C:5]=1[Cl:13])=[N+:2]=[N-:3].O=[C:15]([CH3:21])[CH2:16][C:17]([O:19]C)=[O:18].C[O-].[Na+]. Given the product [Cl:13][C:5]1[CH:6]=[C:7]([CH:10]2[CH2:11][CH2:12]2)[CH:8]=[CH:9][C:4]=1[N:1]1[C:15]([CH3:21])=[C:16]([C:17]([OH:19])=[O:18])[N:3]=[N:2]1, predict the reactants needed to synthesize it.